From a dataset of hERG potassium channel inhibition data for cardiac toxicity prediction from Karim et al.. Regression/Classification. Given a drug SMILES string, predict its toxicity properties. Task type varies by dataset: regression for continuous values (e.g., LD50, hERG inhibition percentage) or binary classification for toxic/non-toxic outcomes (e.g., AMES mutagenicity, cardiotoxicity, hepatotoxicity). Dataset: herg_karim. (1) The compound is CCc1cc2c(cc1N1CCN(CC3(O)CCOCC3)CC1)C(C)(C)c1[nH]c3cc(C#N)ccc3c1C2=O. The result is 0 (non-blocker). (2) The molecule is O=C(NC1CN2CCC1CC2)c1cccc2oc(N3CCOCC3)nc12. The result is 1 (blocker). (3) The compound is CC(C)(C)OC(=O)NCCN1CC2CN(CCNS(=O)(=O)c3ccc(F)cc3)CC(C1)O2. The result is 0 (non-blocker). (4) The molecule is COc1cc(-c2cn(Cc3ccc(-c4nc5ccccc5o4)cc3)nn2)ccc1-n1cnc(C)c1. The result is 0 (non-blocker).